Task: Predict the reaction yield, written as a fraction of the theoretical maximum amount of product (1.0 means a 100% yield; for example, 0.34 means a 34% yield).. Dataset: Reaction yield outcomes from USPTO patents with 853,638 reactions (1) The reactants are Br[C:2]1[CH:23]=[CH:22][C:5]2[C:6]3[N:7]([CH:11]=[C:12]([C:14]4[N:18]([CH:19]([CH3:21])[CH3:20])[N:17]=[CH:16][N:15]=4)[N:13]=3)[CH2:8][CH2:9][O:10][C:4]=2[CH:3]=1.O[C@H:25]1[CH2:29][NH:28][C@H:27]([C:30]([OH:32])=[O:31])[CH2:26]1.P([O-])([O-])([O-])=O.[K+].[K+].[K+].[CH3:41]S(C)=O. The catalyst is [Cu]I. The product is [CH:19]([N:18]1[C:14]([C:12]2[N:13]=[C:6]3[N:7]([CH2:8][CH2:9][O:10][C:4]4[CH:3]=[C:2]([N:28]5[CH2:29][CH2:25][CH2:41][CH2:26][CH:27]5[C:30]([OH:32])=[O:31])[CH:23]=[CH:22][C:5]=43)[CH:11]=2)=[N:15][CH:16]=[N:17]1)([CH3:21])[CH3:20]. The yield is 0.870. (2) The reactants are CC1(C)CCCC(C)(C)N1.C([Li])CCC.[CH3:16][O:17][C:18]1[N:19]=[N:20][C:21]([C:24]2[CH:29]=[CH:28][N:27]=[CH:26][CH:25]=2)=[CH:22][CH:23]=1.[CH:30](=[O:32])[CH3:31]. The catalyst is C1COCC1. The product is [CH3:16][O:17][C:18]1[N:19]=[N:20][C:21]([C:24]2[CH:29]=[CH:28][N:27]=[CH:26][CH:25]=2)=[CH:22][C:23]=1[CH:30]([OH:32])[CH3:31]. The yield is 0.660. (3) The reactants are C([O:4][C:5]1[CH:10]=[C:9]([CH3:11])[C:8]([CH2:12][NH:13][C:14]([C:16]2[C:21]3[O:22][C:23]4[C@@:24]([CH3:34])([C:25](=[O:33])[C:26]([C:30](=[O:32])[CH3:31])=[C:27]([OH:29])[CH:28]=4)[C:20]=3[C:19]([OH:35])=[CH:18][C:17]=2[O:36][CH3:37])=[O:15])=[C:7]([CH3:38])[CH:6]=1)(=O)C.Cl. The catalyst is [OH-].[Na+].O1CCCC1. The product is [C:30]([C:26]1[C:25](=[O:33])[C@@:24]2([CH3:34])[C:20]3[C:19]([OH:35])=[CH:18][C:17]([O:36][CH3:37])=[C:16]([C:14]([NH:13][CH2:12][C:8]4[C:9]([CH3:11])=[CH:10][C:5]([OH:4])=[CH:6][C:7]=4[CH3:38])=[O:15])[C:21]=3[O:22][C:23]2=[CH:28][C:27]=1[OH:29])(=[O:32])[CH3:31]. The yield is 1.00.